From a dataset of Full USPTO retrosynthesis dataset with 1.9M reactions from patents (1976-2016). Predict the reactants needed to synthesize the given product. (1) Given the product [NH2:30][C:27]1([C@@H:24]2[CH2:25][CH2:26][N:22]([C:11]3[C:12]([O:14][CH:15]([F:17])[F:16])=[C:13]4[C:8]([C:7](=[O:20])[NH:6][C:5](=[O:21])[N:4]4[CH:1]4[CH2:3][CH2:2]4)=[CH:9][C:10]=3[F:19])[CH2:23]2)[CH2:29][CH2:28]1, predict the reactants needed to synthesize it. The reactants are: [CH:1]1([N:4]2[C:13]3[C:8](=[CH:9][C:10]([F:19])=[C:11](F)[C:12]=3[O:14][CH:15]([F:17])[F:16])[C:7](=[O:20])[NH:6][C:5]2=[O:21])[CH2:3][CH2:2]1.[NH:22]1[CH2:26][CH2:25][C@@H:24]([C:27]2([NH2:30])[CH2:29][CH2:28]2)[CH2:23]1. (2) Given the product [F:28][C:29]1[CH:34]=[C:33]([F:35])[CH:32]=[CH:31][C:30]=1[CH:36]1[CH2:37][CH2:38][N:39]([C:24]([C:13]2[CH:12]=[N:11][C:10]3[N:9]([N:8]=[CH:7][C:6]=3[C:4]([O:3][CH2:1][CH3:2])=[O:5])[C:14]=2[NH:15][C:16]2[CH:21]=[C:20]([CH3:22])[CH:19]=[CH:18][C:17]=2[F:23])=[O:25])[CH2:40][CH2:41]1, predict the reactants needed to synthesize it. The reactants are: [CH2:1]([O:3][C:4]([C:6]1[CH:7]=[N:8][N:9]2[C:14]([NH:15][C:16]3[CH:21]=[C:20]([CH3:22])[CH:19]=[CH:18][C:17]=3[F:23])=[C:13]([C:24](O)=[O:25])[CH:12]=[N:11][C:10]=12)=[O:5])[CH3:2].Cl.[F:28][C:29]1[CH:34]=[C:33]([F:35])[CH:32]=[CH:31][C:30]=1[CH:36]1[CH2:41][CH2:40][NH:39][CH2:38][CH2:37]1. (3) Given the product [NH2:1][C:4]1[CH:13]=[C:12]2[C:7]([CH2:8][CH2:9][CH2:10][C:11]2=[O:14])=[CH:6][CH:5]=1, predict the reactants needed to synthesize it. The reactants are: [N+:1]([C:4]1[CH:13]=[C:12]2[C:7]([CH2:8][CH2:9][CH2:10][C:11]2=[O:14])=[CH:6][CH:5]=1)([O-])=O. (4) The reactants are: [F:1][C:2]([F:23])([F:22])[C:3]([N:5]([C@@H:13]1[CH2:15][C@H:14]1[C:16]1[CH:21]=[CH:20][CH:19]=[CH:18][CH:17]=1)[CH2:6][CH:7]1[CH2:12][CH2:11][NH:10][CH2:9][CH2:8]1)=[O:4].C(=O)([O-])[O-].[K+].[K+].Br[CH2:31][CH2:32][OH:33]. Given the product [F:23][C:2]([F:1])([F:22])[C:3]([N:5]([CH2:6][CH:7]1[CH2:8][CH2:9][N:10]([CH2:31][CH2:32][OH:33])[CH2:11][CH2:12]1)[C@@H:13]1[CH2:15][C@H:14]1[C:16]1[CH:21]=[CH:20][CH:19]=[CH:18][CH:17]=1)=[O:4], predict the reactants needed to synthesize it. (5) Given the product [Cl:17][C:18]1[CH:19]=[CH:20][C:21]([OH:27])=[C:22](/[C:24](=[N:2]/[NH:1][C:3]([C:5]2[CH:6]=[C:7]([S:11]([N:14]([CH3:16])[CH3:15])(=[O:13])=[O:12])[CH:8]=[CH:9][CH:10]=2)=[O:4])/[CH3:25])[CH:23]=1, predict the reactants needed to synthesize it. The reactants are: [NH:1]([C:3]([C:5]1[CH:6]=[C:7]([S:11]([N:14]([CH3:16])[CH3:15])(=[O:13])=[O:12])[CH:8]=[CH:9][CH:10]=1)=[O:4])[NH2:2].[Cl:17][C:18]1[CH:19]=[CH:20][C:21]([OH:27])=[C:22]([C:24](=O)[CH3:25])[CH:23]=1. (6) Given the product [OH:1][C:2]1[CH:3]=[CH:4][C:5]([C@@H:8]([NH:15][C:16]([O:18][C:19]([CH3:22])([CH3:21])[CH3:20])=[O:17])[CH2:9][C:10]([O:12][CH2:13][CH3:14])=[O:11])=[CH:6][CH:7]=1, predict the reactants needed to synthesize it. The reactants are: [OH:1][C:2]1[CH:7]=[CH:6][C:5]([C@@H:8]([NH2:15])[CH2:9][C:10]([O:12][CH2:13][CH3:14])=[O:11])=[CH:4][CH:3]=1.[C:16](O[C:16]([O:18][C:19]([CH3:22])([CH3:21])[CH3:20])=[O:17])([O:18][C:19]([CH3:22])([CH3:21])[CH3:20])=[O:17]. (7) Given the product [CH:21]1([CH:24]([C:2]2[CH:7]=[N:6][C:5]([O:8][CH3:9])=[CH:4][CH:3]=2)[OH:25])[CH2:23][CH2:22]1, predict the reactants needed to synthesize it. The reactants are: Br[C:2]1[CH:3]=[CH:4][C:5]([O:8][CH3:9])=[N:6][CH:7]=1.C([Li])CCC.CCCCCC.[CH:21]1([CH:24]=[O:25])[CH2:23][CH2:22]1. (8) Given the product [F:30][C:28]([F:29])([F:31])[C:25]1[CH:26]=[CH:27][C:22]([N:19]2[CH2:18][CH2:17][N:16]([S:13]([C:9]3[CH:8]=[C:7]([CH:12]=[CH:11][CH:10]=3)[CH2:6][S:5][CH2:4][C:3]([OH:32])=[O:2])(=[O:15])=[O:14])[CH2:21][CH2:20]2)=[CH:23][CH:24]=1, predict the reactants needed to synthesize it. The reactants are: C[O:2][C:3](=[O:32])[CH2:4][S:5][CH2:6][C:7]1[CH:12]=[CH:11][CH:10]=[C:9]([S:13]([N:16]2[CH2:21][CH2:20][N:19]([C:22]3[CH:27]=[CH:26][C:25]([C:28]([F:31])([F:30])[F:29])=[CH:24][CH:23]=3)[CH2:18][CH2:17]2)(=[O:15])=[O:14])[CH:8]=1.BrCC1C=C(S(N2CCN(C3C=CC(C(F)(F)F)=CC=3)CC2)(=O)=O)C=CC=1.COC(=O)CS.CCN(CC)CC.